Task: Binary Classification. Given a T-cell receptor sequence (or CDR3 region) and an epitope sequence, predict whether binding occurs between them.. Dataset: TCR-epitope binding with 47,182 pairs between 192 epitopes and 23,139 TCRs (1) The epitope is GLIYNRMGAVTTEV. The TCR CDR3 sequence is CASSLFTSGGYEQYF. Result: 1 (the TCR binds to the epitope). (2) The epitope is EEHVQIHTI. The TCR CDR3 sequence is CATRSGGPHEQYF. Result: 0 (the TCR does not bind to the epitope). (3) The epitope is EIYKRWII. The TCR CDR3 sequence is CATSEPAGLAGGNNEQFF. Result: 0 (the TCR does not bind to the epitope). (4) The epitope is YSEHPTFTSQY. The TCR CDR3 sequence is CASSLDGSSYNEQFF. Result: 0 (the TCR does not bind to the epitope). (5) Result: 0 (the TCR does not bind to the epitope). The epitope is SSNVANYQK. The TCR CDR3 sequence is CASRTSGSTDTQYF. (6) The epitope is LLLGIGILV. The TCR CDR3 sequence is CATSSSGLGAEQYF. Result: 1 (the TCR binds to the epitope).